Task: Predict the reaction yield, written as a fraction of the theoretical maximum amount of product (1.0 means a 100% yield; for example, 0.34 means a 34% yield).. Dataset: Reaction yield outcomes from USPTO patents with 853,638 reactions (1) The yield is 0.620. The catalyst is CC(C)=O.O.C1CC=CCCC=C1.C1C=C[C]2[CH][CH][CH][C]2C=1.[Ir]. The reactants are CP(C)CCP(C)C.[Br:9][C:10]1[CH:11]=[C:12]([Cl:16])[CH:13]=[CH:14][CH:15]=1.[B]1OC(C)(C)C(C)(C)[O:18]1.B.OOS([O-])=O.[K+]. The product is [Br:9][C:10]1[CH:15]=[C:14]([OH:18])[CH:13]=[C:12]([Cl:16])[CH:11]=1. (2) The reactants are [Cl:1][C:2]1[N:7]=[C:6]([C:8]2[S:12][C:11]([C:13]([CH3:16])([CH3:15])[CH3:14])=[N:10][C:9]=2[C:17]2[CH:18]=[CH:19][C:20]([F:30])=[C:21]([NH:23]C(=O)OCC=C)[CH:22]=2)[CH:5]=[CH:4][N:3]=1.CC(O)=O.C([SnH](CCCC)CCCC)CCC. The catalyst is C(Cl)Cl.Cl[Pd](Cl)([P](C1C=CC=CC=1)(C1C=CC=CC=1)C1C=CC=CC=1)[P](C1C=CC=CC=1)(C1C=CC=CC=1)C1C=CC=CC=1. The product is [Cl:1][C:2]1[N:7]=[C:6]([C:8]2[S:12][C:11]([C:13]([CH3:16])([CH3:15])[CH3:14])=[N:10][C:9]=2[C:17]2[CH:18]=[CH:19][C:20]([F:30])=[C:21]([CH:22]=2)[NH2:23])[CH:5]=[CH:4][N:3]=1. The yield is 0.644.